Dataset: Retrosynthesis with 50K atom-mapped reactions and 10 reaction types from USPTO. Task: Predict the reactants needed to synthesize the given product. (1) Given the product N#Cc1ccc(-c2ccccc2C=O)cc1, predict the reactants needed to synthesize it. The reactants are: N#Cc1ccc(B(O)O)cc1.O=Cc1ccccc1Br. (2) Given the product CC(=O)C(=Cc1ccc(Cl)cc1Cl)c1ccc(Br)cc1, predict the reactants needed to synthesize it. The reactants are: CC(=O)Cc1ccc(Br)cc1.O=Cc1ccc(Cl)cc1Cl. (3) Given the product CCN1C(=O)Cc2cc3c(cc21)C(O)CO3, predict the reactants needed to synthesize it. The reactants are: CCN1C(=O)Cc2cc3c(cc21)C(=O)CO3. (4) Given the product Cc1ccc(S(=O)(=O)N2c3ccc(Cl)cc3C(O)(c3ccccc3Cl)C2C(=O)N(C)C)cc1, predict the reactants needed to synthesize it. The reactants are: Cc1ccc(S(=O)(=O)N(CC(=O)N(C)C)c2ccc(Cl)cc2C(=O)c2ccccc2Cl)cc1. (5) The reactants are: COc1c(C)c(Br)c(C)c2c1OC(C)C2.COc1cccc(N2CCNCC2)c1. Given the product COc1cccc(N2CCN(c3c(C)c4c(c(OC)c3C)OC(C)C4)CC2)c1, predict the reactants needed to synthesize it. (6) Given the product CCc1c(-c2cccc([N+](=O)[O-])c2)[nH]c(C=O)c1C(=O)OCc1ccccc1, predict the reactants needed to synthesize it. The reactants are: CCc1c(I)[nH]c(C=O)c1C(=O)OCc1ccccc1.O=[N+]([O-])c1cccc(B(O)O)c1. (7) The reactants are: CCNCc1ccc(C(F)(F)F)cc1-c1cc(CC(=O)OCC)ccc1OC.O=C=NCc1ccccc1. Given the product CCOC(=O)Cc1ccc(OC)c(-c2cc(C(F)(F)F)ccc2CN(CC)C(=O)NCc2ccccc2)c1, predict the reactants needed to synthesize it. (8) Given the product NC(=O)CNC(=O)c1cccc(OCCCOc2ncnc3scc(-c4ccc(F)cc4)c23)c1, predict the reactants needed to synthesize it. The reactants are: NCC(N)=O.O=C(O)c1cccc(OCCCOc2ncnc3scc(-c4ccc(F)cc4)c23)c1. (9) Given the product N[C@H](C(=O)N1C[C@H]2CCCN2C[C@H]1C(=O)N[C@@H]1CCOc2ccccc21)c1ccccc1, predict the reactants needed to synthesize it. The reactants are: O=C(N[C@H](C(=O)N1C[C@H]2CCCN2C[C@H]1C(=O)N[C@@H]1CCOc2ccccc21)c1ccccc1)OCc1ccccc1.